Task: Predict which catalyst facilitates the given reaction.. Dataset: Catalyst prediction with 721,799 reactions and 888 catalyst types from USPTO (1) Reactant: [Si:1]([O:8][CH2:9][C@H:10]([CH3:17])[C:11](N(OC)C)=[O:12])([C:4]([CH3:7])([CH3:6])[CH3:5])([CH3:3])[CH3:2].[C:18]([Mg]Br)#[CH:19].C(OCC)C. Product: [Si:1]([O:8][CH2:9][C@H:10]([CH3:17])[C:11](=[O:12])[C:18]#[CH:19])([C:4]([CH3:5])([CH3:6])[CH3:7])([CH3:2])[CH3:3]. The catalyst class is: 1. (2) Reactant: [CH2:1]([O:3][C:4](=[O:18])[C:5]1[CH:10]=[CH:9][CH:8]=[C:7]([O:11][CH2:12][CH:13]2[O:17][CH2:16][CH2:15][O:14]2)[CH:6]=1)[CH3:2].[N:19]([Si](C)(C)C)=[N+:20]=[N-:21].Cl[Sn](Cl)(Cl)Cl. Product: [CH2:1]([O:3][C:4](=[O:18])[C:5]1[CH:10]=[CH:9][CH:8]=[C:7]([O:11][CH2:12][CH:13]([N:19]=[N+:20]=[N-:21])[O:14][CH2:15][CH2:16][OH:17])[CH:6]=1)[CH3:2]. The catalyst class is: 5. (3) Reactant: CS(O)(=O)=O.C(OC([NH:13][C@:14]1([C:19]([OH:21])=[O:20])[CH2:16][C@H:15]1[CH:17]=[CH2:18])=O)(C)(C)C.C(N(CC)CC)C. Product: [NH2:13][C@:14]1([C:19]([OH:21])=[O:20])[CH2:16][C@H:15]1[CH:17]=[CH2:18]. The catalyst class is: 2. (4) Reactant: [F:1][C:2]1[CH:7]=[CH:6][CH:5]=[CH:4][C:3]=1[CH2:8][CH2:9][CH2:10][CH2:11][CH2:12][CH2:13][CH3:14].[CH3:15][CH:16]([CH3:32])[C:17]([NH:19][C:20]1[CH:25]=[CH:24][CH:23]=[C:22]([CH:26]2[CH2:31][CH2:30][NH:29][CH2:28][CH2:27]2)[CH:21]=1)=[O:18].C([O-])([O-])=[O:34].[K+].[K+].[Na+].[I-]. Product: [F:1][C:2]1[CH:7]=[CH:6][CH:5]=[CH:4][C:3]=1[C:8](=[O:34])[CH2:9][CH2:10][CH2:11][CH2:12][CH2:13][CH2:14][N:29]1[CH2:30][CH2:31][CH:26]([C:22]2[CH:21]=[C:20]([NH:19][C:17](=[O:18])[CH:16]([CH3:32])[CH3:15])[CH:25]=[CH:24][CH:23]=2)[CH2:27][CH2:28]1. The catalyst class is: 31. (5) Reactant: [Cl:1][C:2]1[CH:10]=[C:9]([F:11])[C:8]2[NH:7][C:6]3[CH2:12][CH2:13][N:14]4[C@@H:18]([C:5]=3[C:4]=2[CH:3]=1)[CH2:17][CH2:16][CH2:15]4.[H-].[Na+].[O:21]1[CH2:23][CH:22]1[C:24]1[CH:29]=[CH:28][N:27]=[CH:26][CH:25]=1. Product: [Cl:1][C:2]1[CH:10]=[C:9]([F:11])[C:8]2[N:7]([CH2:23][CH:22]([C:24]3[CH:29]=[CH:28][N:27]=[CH:26][CH:25]=3)[OH:21])[C:6]3[CH2:12][CH2:13][N:14]4[C@@H:18]([C:5]=3[C:4]=2[CH:3]=1)[CH2:17][CH2:16][CH2:15]4. The catalyst class is: 3. (6) Reactant: Br[Zn][CH2:3][C:4]([O:6][CH2:7][CH3:8])=[O:5].[CH:9]1[CH:13]=[C:12]([CH:14]=[O:15])[O:11][CH:10]=1.Cl.C(OCC)(=O)C. Product: [O:11]1[CH:10]=[CH:9][CH:13]=[C:12]1[CH:14]([OH:15])[CH2:3][C:4]([O:6][CH2:7][CH3:8])=[O:5]. The catalyst class is: 1. (7) Reactant: [H-].[Na+].Cl[C:4]1[C:9]([CH:10]([N:12]([CH3:23])[CH2:13][C@@H:14]([C:16]2[CH:21]=[CH:20][C:19]([F:22])=[CH:18][N:17]=2)[OH:15])[CH3:11])=[CH:8][CH:7]=[C:6]([Cl:24])[N:5]=1.[Cl-].[NH4+].O. Product: [Cl:24][C:6]1[CH:7]=[CH:8][C:9]2[CH:10]([CH3:11])[N:12]([CH3:23])[CH2:13][C@@H:14]([C:16]3[CH:21]=[CH:20][C:19]([F:22])=[CH:18][N:17]=3)[O:15][C:4]=2[N:5]=1. The catalyst class is: 1.